Dataset: Forward reaction prediction with 1.9M reactions from USPTO patents (1976-2016). Task: Predict the product of the given reaction. (1) Given the reactants [F:1][C:2]([F:16])([F:15])[C:3]1[CH:4]=[C:5]([NH:13][NH2:14])[CH:6]=[C:7]([C:9]([F:12])([F:11])[F:10])[CH:8]=1.[CH3:17][N:18]1[CH2:23][CH2:22][O:21][CH2:20][CH2:19]1.F[P-](F)(F)(F)(F)F.[N:31]1(O[P+](N(C)C)(N(C)C)N(C)C)[C:35]2[CH:36]=[CH:37][CH:38]=[CH:39][C:34]=2N=N1.[OH-].[Na+].[CH3:53][N:54](C=O)[CH3:55], predict the reaction product. The product is: [F:1][C:2]([F:15])([F:16])[C:3]1[CH:4]=[C:5]([NH:13][NH:14][C:20](=[O:21])[CH:19]([N:18]2[CH2:17][CH2:53][N:54]([CH3:55])[CH2:22][CH2:23]2)[C:35]2[CH:36]=[CH:37][CH:38]=[C:39]([CH3:34])[N:31]=2)[CH:6]=[C:7]([C:9]([F:12])([F:10])[F:11])[CH:8]=1. (2) Given the reactants [C:1]([O:5][C:6]([NH:8][C:9]([CH3:15])([CH3:14])[CH2:10][C:11]([OH:13])=O)=[O:7])([CH3:4])([CH3:3])[CH3:2].C(N1C=CN=C1)(N1C=CN=C1)=O.[F:28][C:29]1[CH:50]=[CH:49][CH:48]=[C:47]([F:51])[C:30]=1[CH2:31][O:32][C:33]1[C:34]2[N:35]([C:40]([C:44](=[O:46])[CH3:45])=[C:41]([CH3:43])[N:42]=2)[CH:36]=[C:37]([CH3:39])[CH:38]=1.C[Si](C)(C)[N-][Si](C)(C)C.[Li+], predict the reaction product. The product is: [F:28][C:29]1[CH:50]=[CH:49][CH:48]=[C:47]([F:51])[C:30]=1[CH2:31][O:32][C:33]1[C:34]2[N:35]([C:40]([C:44](=[O:46])[CH2:45][C:11](=[O:13])[CH2:10][C:9]([NH:8][C:6](=[O:7])[O:5][C:1]([CH3:2])([CH3:3])[CH3:4])([CH3:15])[CH3:14])=[C:41]([CH3:43])[N:42]=2)[CH:36]=[C:37]([CH3:39])[CH:38]=1. (3) The product is: [CH2:12]([O:11][C:10]1[CH:9]=[CH:8][C:4]([C:5]([OH:7])=[O:6])=[CH:3][C:2]=1[CH:22]=[CH:21][C:18]1[CH:19]=[CH:20][C:15]([F:14])=[CH:16][CH:17]=1)[CH3:13]. Given the reactants Br[C:2]1[CH:3]=[C:4]([CH:8]=[CH:9][C:10]=1[O:11][CH2:12][CH3:13])[C:5]([OH:7])=[O:6].[F:14][C:15]1[CH:20]=[CH:19][C:18]([CH:21]=[CH2:22])=[CH:17][CH:16]=1.C(N(CC)CC)C.C(OCC)(=O)C, predict the reaction product. (4) Given the reactants [C:1]([C:5]1[CH:6]=[C:7]([C:15]2[N:19]([C:20]3[CH:25]=[CH:24][C:23]([N+:26]([O-])=O)=[CH:22][CH:21]=3)[N:18]=[C:17]([C:29]3[CH:38]=[CH:37][C:32]([C:33]([O:35][CH3:36])=[O:34])=[CH:31][CH:30]=3)[CH:16]=2)[CH:8]=[C:9]([C:11]([CH3:14])([CH3:13])[CH3:12])[CH:10]=1)([CH3:4])([CH3:3])[CH3:2].[Cl-].[NH4+], predict the reaction product. The product is: [NH2:26][C:23]1[CH:24]=[CH:25][C:20]([N:19]2[C:15]([C:7]3[CH:8]=[C:9]([C:11]([CH3:12])([CH3:13])[CH3:14])[CH:10]=[C:5]([C:1]([CH3:4])([CH3:3])[CH3:2])[CH:6]=3)=[CH:16][C:17]([C:29]3[CH:30]=[CH:31][C:32]([C:33]([O:35][CH3:36])=[O:34])=[CH:37][CH:38]=3)=[N:18]2)=[CH:21][CH:22]=1. (5) Given the reactants [CH2:1]([C@H:6]1[C@H:14]([CH3:15])[O:13][C:12](=[O:16])[C@@H:11]([NH:17]C(=O)OC(C)(C)C)[CH2:10][CH2:9][CH2:8][C@@H:7]1[O:25][CH2:26][CH2:27][CH3:28])[CH2:2][CH:3]([CH3:5])[CH3:4].[ClH:29].O1CCOCC1, predict the reaction product. The product is: [Cl-:29].[CH2:1]([C@H:6]1[C@H:14]([CH3:15])[O:13][C:12](=[O:16])[C@@H:11]([NH3+:17])[CH2:10][CH2:9][CH2:8][C@@H:7]1[O:25][CH2:26][CH2:27][CH3:28])[CH2:2][CH:3]([CH3:5])[CH3:4]. (6) Given the reactants [CH3:1][O:2][C:3]1[CH:8]=[CH:7][C:6]([S:9]([C:12]2[C:13](O)=[N:14][C:15]([CH3:18])=[N:16][CH:17]=2)(=[O:11])=[O:10])=[CH:5][CH:4]=1.P(Cl)(Cl)([Cl:22])=O, predict the reaction product. The product is: [Cl:22][C:13]1[C:12]([S:9]([C:6]2[CH:7]=[CH:8][C:3]([O:2][CH3:1])=[CH:4][CH:5]=2)(=[O:11])=[O:10])=[CH:17][N:16]=[C:15]([CH3:18])[N:14]=1. (7) Given the reactants [CH2:1]([O:3][C:4]1[CH:9]=[CH:8][C:7]([C:10]2[CH:18]=[CH:17][CH:16]=[C:15]3[C:11]=2[CH2:12][CH2:13][C:14]3=[O:19])=[C:6]([OH:20])[C:5]=1[O:21][CH3:22])[CH3:2].C(=O)([O-])[O-].[K+].[K+].Br[CH2:30][C:31]1([CH2:35][OH:36])[CH2:34][O:33][CH2:32]1, predict the reaction product. The product is: [CH2:1]([O:3][C:4]1[CH:9]=[CH:8][C:7]([C:10]2[CH:18]=[CH:17][CH:16]=[C:15]3[C:11]=2[CH2:12][CH2:13][C:14]3=[O:19])=[C:6]([O:20][CH2:30][C:31]2([CH2:35][OH:36])[CH2:34][O:33][CH2:32]2)[C:5]=1[O:21][CH3:22])[CH3:2]. (8) Given the reactants C(OC(=O)N[C@@H]1[C@H](N[C:15]2[N:16]=[CH:17][C:18]3[S:23][CH:22]=[C:21]([C:24](=[O:33])[NH:25][C:26]4[CH:31]=[CH:30][CH:29]([CH3:32])[CH2:28][CH:27]=4)[C:19]=3[N:20]=2)CCOC1)(C)(C)C, predict the reaction product. The product is: [C:29]1([CH3:32])[CH:28]=[CH:27][C:26]([NH:25][C:24]([C:21]2[C:19]3[N:20]=[CH:15][N:16]=[CH:17][C:18]=3[S:23][CH:22]=2)=[O:33])=[CH:31][CH:30]=1. (9) The product is: [F:28][C:2]([F:27])([F:1])[C:3]([N:5]1[CH2:6][CH2:7][CH:8]([CH:11]2[C:24]3[CH:23]=[CH:22][C:21]([C:25]4[NH:31][N:30]=[N:29][N:26]=4)=[CH:20][C:19]=3[O:18][C:17]3[C:12]2=[CH:13][CH:14]=[CH:15][CH:16]=3)[CH2:9][CH2:10]1)=[O:4]. Given the reactants [F:1][C:2]([F:28])([F:27])[C:3]([N:5]1[CH2:10][CH2:9][CH:8]([CH:11]2[C:24]3[CH:23]=[CH:22][C:21]([C:25]#[N:26])=[CH:20][C:19]=3[O:18][C:17]3[C:12]2=[CH:13][CH:14]=[CH:15][CH:16]=3)[CH2:7][CH2:6]1)=[O:4].[N-:29]=[N+:30]=[N-:31].[Na+].[Cl-].[NH4+].O, predict the reaction product.